From a dataset of Catalyst prediction with 721,799 reactions and 888 catalyst types from USPTO. Predict which catalyst facilitates the given reaction. (1) Reactant: [Si:1]([O:8][C@H:9]1[C@H:16]2[C@H:12]([N:13](S(C3C=CC=CC=3[N+]([O-])=O)(=O)=O)[C:14](=[O:17])[O:15]2)[CH2:11][CH2:10]1)([C:4]([CH3:7])([CH3:6])[CH3:5])([CH3:3])[CH3:2].C(N[C@H](C(O)=O)CS)(=O)C. Product: [Si:1]([O:8][C@H:9]1[C@H:16]2[C@H:12]([NH:13][C:14](=[O:17])[O:15]2)[CH2:11][CH2:10]1)([C:4]([CH3:7])([CH3:5])[CH3:6])([CH3:3])[CH3:2]. The catalyst class is: 3. (2) Reactant: [NH2:1][C:2]1[CH:9]=[CH:8][C:5]([C:6]#[N:7])=[CH:4][CH:3]=1.[CH3:10]I. Product: [CH3:10][NH:1][C:2]1[CH:9]=[CH:8][C:5]([C:6]#[N:7])=[CH:4][CH:3]=1. The catalyst class is: 7. (3) Reactant: [H-].[Al+3].[Li+].[H-].[H-].[H-].[CH3:7][C:8]([C:14]1[CH:19]=[CH:18][CH:17]=[CH:16][CH:15]=1)([CH3:13])[CH2:9][C:10](O)=[O:11].O.[OH-].[Na+]. Product: [CH3:13][C:8]([C:14]1[CH:19]=[CH:18][CH:17]=[CH:16][CH:15]=1)([CH3:7])[CH2:9][CH2:10][OH:11]. The catalyst class is: 7. (4) Reactant: [C:1]([C@@H:4]([NH:12][C:13](=[O:22])[O:14]CC1C=CN=CC=1)[CH2:5][C:6]1[CH:11]=[CH:10][CH:9]=[CH:8][CH:7]=1)([OH:3])=O.CC[N:25]([CH:29]([CH3:31])C)[CH:26]([CH3:28])C.CN(C(ON1N=N[C:42]2C=CC=C[C:41]1=2)=[N+](C)C)C.[B-](F)(F)(F)F.[CH2:54]([NH2:59])[CH2:55][CH:56]([CH3:58])[CH3:57].[ClH:60].CCOCC. Product: [ClH:60].[N:25]1[CH:26]=[CH:28][C:41]([CH2:42][N:12]([C@@H:4]([CH2:5][C:6]2[CH:7]=[CH:8][CH:9]=[CH:10][CH:11]=2)[C:1]([NH:59][CH2:54][CH2:55][CH:56]([CH3:58])[CH3:57])=[O:3])[C:13](=[O:22])[OH:14])=[CH:31][CH:29]=1. The catalyst class is: 618. (5) Reactant: [CH3:1][N:2]1[C:14]2[CH2:13][N:12](C(OC(C)(C)C)=O)[CH2:11][CH2:10][C:9]=2[C:8]2[C:3]1=[CH:4][CH:5]=[CH:6][CH:7]=2.[F:22][C:23]([F:28])([F:27])[C:24]([OH:26])=[O:25]. Product: [CH3:1][N:2]1[C:14]2[CH2:13][NH:12][CH2:11][CH2:10][C:9]=2[C:8]2[C:3]1=[CH:4][CH:5]=[CH:6][CH:7]=2.[F:22][C:23]([F:28])([F:27])[C:24]([OH:26])=[O:25]. The catalyst class is: 2. (6) The catalyst class is: 220. Product: [CH2:24]([O:23][CH2:22][C:21]([NH:20][CH2:19][CH2:18][CH2:17][CH2:16][C@H:2]([NH:1][C:33](=[O:34])[O:35][CH2:36][C:37]1[CH:42]=[CH:41][CH:40]=[CH:39][CH:38]=1)[C:3](=[O:4])[NH:5][C:6]1[CH:7]=[CH:8][CH:9]=[C:10]2[C:15]=1[N:14]=[CH:13][CH:12]=[CH:11]2)=[O:31])[C:25]1[CH:26]=[CH:27][CH:28]=[CH:29][CH:30]=1. Reactant: [NH2:1][C@@H:2]([CH2:16][CH2:17][CH2:18][CH2:19][NH:20][C:21](=[O:31])[CH2:22][O:23][CH2:24][C:25]1[CH:30]=[CH:29][CH:28]=[CH:27][CH:26]=1)[C:3]([NH:5][C:6]1[CH:7]=[CH:8][CH:9]=[C:10]2[C:15]=1[N:14]=[CH:13][CH:12]=[CH:11]2)=[O:4].Cl[C:33]([O:35][CH2:36][C:37]1[CH:42]=[CH:41][CH:40]=[CH:39][CH:38]=1)=[O:34].C(N(CC)CC)C.